From a dataset of Full USPTO retrosynthesis dataset with 1.9M reactions from patents (1976-2016). Predict the reactants needed to synthesize the given product. (1) Given the product [C:20]([N:19]([C:11]1[O:12][C@H:13]([C:15]([F:17])([F:18])[F:16])[CH2:14][C@:9]([C:4]2[C:5]([F:8])=[N:6][CH:7]=[C:2]([Br:1])[CH:3]=2)([CH3:28])[N:10]=1)[C:34](=[O:35])[O:33][C:29]([CH3:32])([CH3:31])[CH3:30])(=[O:27])[C:21]1[CH:22]=[CH:23][CH:24]=[CH:25][CH:26]=1, predict the reactants needed to synthesize it. The reactants are: [Br:1][C:2]1[CH:3]=[C:4]([C@:9]2([CH3:28])[CH2:14][C@@H:13]([C:15]([F:18])([F:17])[F:16])[O:12][C:11]([NH:19][C:20](=[O:27])[C:21]3[CH:26]=[CH:25][CH:24]=[CH:23][CH:22]=3)=[N:10]2)[C:5]([F:8])=[N:6][CH:7]=1.[C:29]([O:33][C:34](O[C:34]([O:33][C:29]([CH3:32])([CH3:31])[CH3:30])=[O:35])=[O:35])([CH3:32])([CH3:31])[CH3:30]. (2) Given the product [CH3:1][O:2][C:3](=[O:27])[C:4]1[CH:9]=[CH:8][CH:7]=[CH:6][CH:5]=1, predict the reactants needed to synthesize it. The reactants are: [CH3:1][O:2][C:3](=[O:27])[C:4]1[CH:9]=[CH:8][C:7](C(C2C(O)=CC3C(C)(C)CCC(C)(C)C=3C=2)=O)=[CH:6][CH:5]=1.[H-].[Na+].C(Br)C1C=CC=CC=1. (3) Given the product [OH:1][C:2]1([CH2:12][NH:13][C:14]([C:16]2[C:17]3[CH:18]=[CH:19][C:20]([N:40]4[CH2:41][CH2:42][C@@H:38]([F:37])[CH2:39]4)=[N:21][C:22]=3[CH:23]=[CH:24][C:25]=2[Cl:26])=[O:15])[CH2:7][CH2:6][CH2:5][CH:4]([C:8]([F:11])([F:10])[F:9])[CH2:3]1, predict the reactants needed to synthesize it. The reactants are: [OH:1][C:2]1([CH2:12][NH:13][C:14]([C:16]2[C:17]3[CH:18]=[CH:19][C:20](Cl)=[N:21][C:22]=3[CH:23]=[CH:24][C:25]=2[Cl:26])=[O:15])[CH2:7][CH2:6][CH2:5][CH:4]([C:8]([F:11])([F:10])[F:9])[CH2:3]1.CCN(C(C)C)C(C)C.[F:37][C@@H:38]1[CH2:42][CH2:41][NH:40][CH2:39]1. (4) Given the product [OH:8][CH2:9][C:10]([O:12][C:13]1[CH:22]=[C:21]2[C:16]([C:17](=[O:41])[C:18]([C:23]3[CH:28]=[CH:27][C:26]([O:29][C:30](=[O:40])[CH2:31][OH:32])=[CH:25][CH:24]=3)=[CH:19][O:20]2)=[CH:15][CH:14]=1)=[O:11], predict the reactants needed to synthesize it. The reactants are: C([O:8][CH2:9][C:10]([O:12][C:13]1[CH:22]=[C:21]2[C:16]([C:17](=[O:41])[C:18]([C:23]3[CH:28]=[CH:27][C:26]([O:29][C:30](=[O:40])[CH2:31][O:32]CC4C=CC=CC=4)=[CH:25][CH:24]=3)=[CH:19][O:20]2)=[CH:15][CH:14]=1)=[O:11])C1C=CC=CC=1. (5) Given the product [OH:8][CH2:9][C@@H:10]1[CH2:14][C:13]([CH3:15])=[CH:12][N:11]1[C:16]([C:18]1[CH:23]=[C:22]([O:24][CH3:25])[C:21]([O:26][Si:27]([CH:31]([CH3:32])[CH3:33])([CH:34]([CH3:35])[CH3:36])[CH:28]([CH3:29])[CH3:30])=[CH:20][C:19]=1[NH:37][C:38](=[O:44])[O:39][C:40]([CH3:43])([CH3:42])[CH3:41])=[O:17], predict the reactants needed to synthesize it. The reactants are: [Si]([O:8][CH2:9][C@@H:10]1[CH2:14][C:13]([CH3:15])=[CH:12][N:11]1[C:16]([C:18]1[CH:23]=[C:22]([O:24][CH3:25])[C:21]([O:26][Si:27]([CH:34]([CH3:36])[CH3:35])([CH:31]([CH3:33])[CH3:32])[CH:28]([CH3:30])[CH3:29])=[CH:20][C:19]=1[NH:37][C:38](=[O:44])[O:39][C:40]([CH3:43])([CH3:42])[CH3:41])=[O:17])(C(C)(C)C)(C)C. (6) The reactants are: [Cl:1][CH2:2][C:3](=O)[CH2:4]C(OCC)=O.[C:11]([OH:14])(=[O:13])[CH3:12].[F:15][CH:16]([F:19])[CH2:17][NH2:18].[C:20]1(C)C=CC=C[CH:21]=1. Given the product [Cl:1][CH2:2][C:3]([NH:18][CH2:17][CH:16]([F:19])[F:15])=[CH:4][CH2:12][C:11]([O:14][CH2:20][CH3:21])=[O:13], predict the reactants needed to synthesize it. (7) Given the product [CH3:11][C:8]1([CH3:12])[C:7](=[O:13])[C:5]2[CH:6]=[C:2]([C:17]3[CH:18]=[CH:19][N:14]=[CH:15][CH:16]=3)[S:3][C:4]=2[CH2:10][CH2:9]1, predict the reactants needed to synthesize it. The reactants are: Br[C:2]1[S:3][C:4]2[CH2:10][CH2:9][C:8]([CH3:12])([CH3:11])[C:7](=[O:13])[C:5]=2[CH:6]=1.[N:14]1[CH:19]=[CH:18][C:17](B(O)O)=[CH:16][CH:15]=1.ClCCl.O1CCOCC1.C(=O)([O-])[O-].[Cs+].[Cs+]. (8) Given the product [C:1]1([C:7](=[C:21]2[CH2:22][C:23]([CH3:30])([CH3:29])[CH2:24][C:25]([CH3:28])([CH3:27])[CH2:26]2)[C:8]2[CH:9]=[CH:10][C:11](/[CH:14]=[CH:15]/[C:16]([OH:18])=[O:17])=[CH:12][CH:13]=2)[CH:2]=[CH:3][CH:4]=[CH:5][CH:6]=1, predict the reactants needed to synthesize it. The reactants are: [C:1]1([C:7](=[C:21]2[CH2:26][C:25]([CH3:28])([CH3:27])[CH2:24][C:23]([CH3:30])([CH3:29])[CH2:22]2)[C:8]2[CH:13]=[CH:12][C:11](/[CH:14]=[CH:15]/[C:16]([O:18]CC)=[O:17])=[CH:10][CH:9]=2)[CH:6]=[CH:5][CH:4]=[CH:3][CH:2]=1.C1COCC1.CCO.[OH-].[Na+]. (9) The reactants are: [CH:1]([C@H:3]1[CH2:7][CH2:6][CH2:5][N:4]1[C:8]([O:10][C:11]([CH3:14])([CH3:13])[CH3:12])=[O:9])=[CH2:2]. Given the product [CH2:1]([C@H:3]1[CH2:7][CH2:6][CH2:5][N:4]1[C:8]([O:10][C:11]([CH3:12])([CH3:14])[CH3:13])=[O:9])[CH3:2], predict the reactants needed to synthesize it. (10) Given the product [CH2:1]([O:3][C:4]([C:6]1[C:14]2[C:9](=[CH:10][CH:11]=[C:12]([O:15][C:35]3[CH:36]=[CH:37][C:32]([C:31]([F:42])([F:41])[F:30])=[CH:33][CH:34]=3)[CH:13]=2)[N:8]([C:16]2[CH:21]=[CH:20][C:19]([CH2:22][C:23]([OH:25])=[O:24])=[CH:18][CH:17]=2)[C:7]=1[CH2:26][C:27]([OH:29])=[O:28])=[O:5])[CH3:2], predict the reactants needed to synthesize it. The reactants are: [CH2:1]([O:3][C:4]([C:6]1[C:14]2[C:9](=[CH:10][CH:11]=[C:12]([OH:15])[CH:13]=2)[N:8]([C:16]2[CH:21]=[CH:20][C:19]([CH2:22][C:23]([OH:25])=[O:24])=[CH:18][CH:17]=2)[C:7]=1[CH2:26][C:27]([OH:29])=[O:28])=[O:5])[CH3:2].[F:30][C:31]([F:42])([F:41])[C:32]1[CH:37]=[CH:36][C:35](B(O)O)=[CH:34][CH:33]=1.